From a dataset of Full USPTO retrosynthesis dataset with 1.9M reactions from patents (1976-2016). Predict the reactants needed to synthesize the given product. (1) Given the product [NH2:28][C:3]1[S:4]/[C:5](=[CH:9]\[C:10]2[CH:11]=[C:12]3[C:17](=[CH:18][CH:19]=2)[N:16]=[CH:15][C:14]([C:20]#[N:21])=[C:13]3[C:22]2[CH:27]=[CH:26][CH:25]=[CH:24][CH:23]=2)/[C:6](=[O:8])[N:7]=1, predict the reactants needed to synthesize it. The reactants are: CS[C:3]1[S:4][C:5](=[CH:9][C:10]2[CH:11]=[C:12]3[C:17](=[CH:18][CH:19]=2)[N:16]=[CH:15][C:14]([C:20]#[N:21])=[C:13]3[C:22]2[CH:27]=[CH:26][CH:25]=[CH:24][CH:23]=2)[C:6](=[O:8])[N:7]=1.[NH3:28]. (2) Given the product [C:1]([NH:4][CH:5]([CH2:12][C:13]1[C:21]2[C:16](=[C:17]([F:23])[CH:18]=[C:19]([F:22])[CH:20]=2)[NH:15][CH:14]=1)[C:6]([OH:8])=[O:7])(=[O:3])[CH3:2], predict the reactants needed to synthesize it. The reactants are: [C:1]([NH:4][C:5]([CH2:12][C:13]1[C:21]2[C:16](=[C:17]([F:23])[CH:18]=[C:19]([F:22])[CH:20]=2)[NH:15][CH:14]=1)(C(O)=O)[C:6]([OH:8])=[O:7])(=[O:3])[CH3:2]. (3) Given the product [CH2:22]([O:1][C:2]1[CH:3]=[C:4]([CH2:8][NH:9][C:10](=[O:18])[C:11]2[CH:16]=[CH:15][CH:14]=[N:13][C:12]=2[NH2:17])[CH:5]=[CH:6][CH:7]=1)[C:21]#[CH:20], predict the reactants needed to synthesize it. The reactants are: [OH:1][C:2]1[CH:3]=[C:4]([CH2:8][NH:9][C:10](=[O:18])[C:11]2[CH:16]=[CH:15][CH:14]=[N:13][C:12]=2[NH2:17])[CH:5]=[CH:6][CH:7]=1.Br[CH2:20][C:21]#[CH:22].C(=O)([O-])[O-].[Cs+].[Cs+].CN(C=O)C. (4) Given the product [Cl:2][C:3]1[CH:8]=[C:7]([Cl:9])[CH:6]=[CH:5][C:4]=1[N:10]1[C:14]([CH3:15])=[N:13][C:12]([NH:16][CH:17]2[CH2:18][CH2:19][N:20]([C:24]3[S:28][N:27]=[C:26]([CH3:29])[N:25]=3)[CH2:21][CH2:22]2)=[N:11]1, predict the reactants needed to synthesize it. The reactants are: Cl.[Cl:2][C:3]1[CH:8]=[C:7]([Cl:9])[CH:6]=[CH:5][C:4]=1[N:10]1[C:14]([CH3:15])=[N:13][C:12]([NH:16][CH:17]2[CH2:22][CH2:21][NH:20][CH2:19][CH2:18]2)=[N:11]1.Cl[C:24]1[S:28][N:27]=[C:26]([CH3:29])[N:25]=1. (5) The reactants are: F[P-](F)(F)(F)(F)F.N1(O[P+](N(C)C)(N(C)C)N(C)C)C2C=CC=CC=2N=N1.[CH:28]1([CH2:34][C@H:35]([N:39]2[CH2:47][C:46]3[C:41](=[CH:42][CH:43]=[CH:44][CH:45]=3)[C:40]2=[O:48])[C:36](O)=[O:37])[CH2:33][CH2:32][CH2:31][CH2:30][CH2:29]1.[NH2:49][C:50]1[CH:55]=[CH:54][N:53]=[CH:52][N:51]=1.C1(C[C@@H](N2CC3C(=CC=CC=3)C2=O)C(NC2SC=CN=2)=O)CCCCC1. Given the product [CH:28]1([CH2:34][CH:35]([N:39]2[CH2:47][C:46]3[C:41](=[CH:42][CH:43]=[CH:44][CH:45]=3)[C:40]2=[O:48])[C:36]([NH:49][C:50]2[CH:55]=[CH:54][N:53]=[CH:52][N:51]=2)=[O:37])[CH2:29][CH2:30][CH2:31][CH2:32][CH2:33]1, predict the reactants needed to synthesize it. (6) Given the product [NH2:1][C:2]1[CH:7]=[C:6]([C:11]#[N:12])[CH:5]=[C:4]([NH2:9])[N:3]=1, predict the reactants needed to synthesize it. The reactants are: [NH2:1][C:2]1[CH:7]=[C:6](Br)[CH:5]=[C:4]([NH2:9])[N:3]=1.[Cu][C:11]#[N:12].